Predict which catalyst facilitates the given reaction. From a dataset of Catalyst prediction with 721,799 reactions and 888 catalyst types from USPTO. Reactant: C(O)=O.[C:4]1(=[O:13])[C:12]2[C:7](=[CH:8][CH:9]=[CH:10][CH:11]=2)[CH2:6][CH2:5]1.C(N(CC)CC)C.C(=O)([O-])O.[Na+]. Product: [CH:4]1([OH:13])[C:12]2[C:7](=[CH:8][CH:9]=[CH:10][CH:11]=2)[CH2:6][CH2:5]1. The catalyst class is: 4.